Dataset: Forward reaction prediction with 1.9M reactions from USPTO patents (1976-2016). Task: Predict the product of the given reaction. (1) Given the reactants Br[C:2]1[CH:3]=[C:4]([CH:15]=[CH:16][C:17]=1[CH3:18])[O:5][CH2:6][CH2:7][N:8]1[CH2:13][CH2:12][N:11]([CH3:14])[CH2:10][CH2:9]1.[CH3:19][C:20]1([CH3:36])[C:24]([CH3:26])([CH3:25])[O:23][B:22]([B:22]2[O:23][C:24]([CH3:26])([CH3:25])[C:20]([CH3:36])([CH3:19])[O:21]2)[O:21]1.CC([O-])=O.[K+], predict the reaction product. The product is: [CH3:14][N:11]1[CH2:12][CH2:13][N:8]([CH2:7][CH2:6][O:5][C:4]2[CH:15]=[CH:16][C:17]([CH3:18])=[C:2]([B:22]3[O:23][C:24]([CH3:26])([CH3:25])[C:20]([CH3:36])([CH3:19])[O:21]3)[CH:3]=2)[CH2:9][CH2:10]1. (2) Given the reactants [NH2:1][C:2]1[N:7]=[C:6]([S:8]([NH:11][C:12]([C:14]2[C:15](Cl)=[N:16][C:17]([C:21]([CH3:24])([CH3:23])[CH3:22])=[C:18]([I:20])[CH:19]=2)=[O:13])(=[O:10])=[O:9])[CH:5]=[CH:4][CH:3]=1.[CH3:26][C:27]1([CH3:33])[CH2:31][C@H:30]([CH3:32])[CH2:29][NH:28]1.C([O-])([O-])=O.[K+].[K+].Cl, predict the reaction product. The product is: [NH2:1][C:2]1[N:7]=[C:6]([S:8]([NH:11][C:12]([C:14]2[C:15]([N:28]3[CH2:29][C@@H:30]([CH3:32])[CH2:31][C:27]3([CH3:33])[CH3:26])=[N:16][C:17]([C:21]([CH3:24])([CH3:23])[CH3:22])=[C:18]([I:20])[CH:19]=2)=[O:13])(=[O:10])=[O:9])[CH:5]=[CH:4][CH:3]=1. (3) Given the reactants [NH2:1][C:2]1[CH:30]=[CH:29][C:5]2[NH:6][C:7]([C:12]3[C:13](=[O:28])[C:14]([CH2:24][CH:25]4[CH2:27][CH2:26]4)([CH3:23])[C:15]4[C:20]([C:21]=3[OH:22])=[CH:19][CH:18]=[CH:17][CH:16]=4)=[N:8][S:9](=[O:11])(=[O:10])[C:4]=2[CH:3]=1.N1C=CC=CC=1.[CH3:37][S:38](Cl)(=[O:40])=[O:39], predict the reaction product. The product is: [CH:25]1([CH2:24][C:14]2([CH3:23])[C:15]3[C:20](=[CH:19][CH:18]=[CH:17][CH:16]=3)[C:21]([OH:22])=[C:12]([C:7]3[NH:6][C:5]4[CH:29]=[CH:30][C:2]([NH:1][S:38]([CH3:37])(=[O:40])=[O:39])=[CH:3][C:4]=4[S:9](=[O:11])(=[O:10])[N:8]=3)[C:13]2=[O:28])[CH2:26][CH2:27]1. (4) Given the reactants [C:1]([O:5][C:6]([N:8]1[CH2:12][C@@H:11]([C:13]#[N:14])[CH2:10][C@H:9]1[C:15]([N:17]1[CH2:21][CH2:20][S:19][CH2:18]1)=[O:16])=[O:7])([CH3:4])([CH3:3])[CH3:2].[Cl-].[BH4-].[Na+], predict the reaction product. The product is: [C:1]([O:5][C:6]([N:8]1[CH2:12][C@@H:11]([CH2:13][NH2:14])[CH2:10][C@H:9]1[C:15]([N:17]1[CH2:21][CH2:20][S:19][CH2:18]1)=[O:16])=[O:7])([CH3:4])([CH3:2])[CH3:3]. (5) The product is: [F:16][C:8]1[C:7]([OH:6])=[CH:14][CH:13]=[C:12]([F:15])[C:9]=1[CH:10]=[O:11]. Given the reactants C([Si](C)(C)[O:6][C:7]1[C:8]([F:16])=[C:9]([C:12]([F:15])=[CH:13][CH:14]=1)[CH:10]=[O:11])(C)(C)C.O.O.O.[F-].C([N+](CCCC)(CCCC)CCCC)CCC.O, predict the reaction product. (6) The product is: [Cl:1][C:2]1[CH:9]=[C:8]([CH3:10])[C:5]([C:6]#[N:7])=[C:4]([S:11]([CH2:12][CH3:13])=[O:19])[CH:3]=1. Given the reactants [Cl:1][C:2]1[CH:9]=[C:8]([CH3:10])[C:5]([C:6]#[N:7])=[C:4]([S:11][CH2:12][CH3:13])[CH:3]=1.ClC1C=C(C=CC=1)C(OO)=[O:19], predict the reaction product.